From a dataset of Rat liver microsome stability data. Regression/Classification. Given a drug SMILES string, predict its absorption, distribution, metabolism, or excretion properties. Task type varies by dataset: regression for continuous measurements (e.g., permeability, clearance, half-life) or binary classification for categorical outcomes (e.g., BBB penetration, CYP inhibition). Dataset: rlm. (1) The compound is O=C(N[C@@H](c1ccccn1)C1CC1)c1ccc2n[nH]c(-c3ccc(N4[C@H]5CC[C@H]4CC(O)C5)cc3)c2c1. The result is 0 (unstable in rat liver microsomes). (2) The molecule is Cc1ccnc(NC(=S)N2CCN(c3cccc(Cl)c3Cl)CC2)c1. The result is 1 (stable in rat liver microsomes). (3) The molecule is COc1cc(C2CC(=O)Nc3cc4c(cc32)OCCO4)cc(Br)c1OC. The result is 1 (stable in rat liver microsomes).